Dataset: Forward reaction prediction with 1.9M reactions from USPTO patents (1976-2016). Task: Predict the product of the given reaction. (1) Given the reactants [CH2:1]([O:3][C:4](=[O:15])[CH:5]=[N:6][NH:7][C:8]([O:10][C:11]([CH3:14])([CH3:13])[CH3:12])=[O:9])[CH3:2].[H-].[Na+].Br[CH2:19][CH2:20][C:21]([CH3:24])([CH3:23])[CH3:22].Cl, predict the reaction product. The product is: [CH2:1]([O:3][C:4](=[O:15])[CH:5]=[N:6][N:7]([C:8]([O:10][C:11]([CH3:14])([CH3:13])[CH3:12])=[O:9])[CH2:19][CH2:20][C:21]([CH3:24])([CH3:23])[CH3:22])[CH3:2]. (2) Given the reactants C[Si]([N-][Si](C)(C)C)(C)C.[Li+].C[Si](C)(C)[CH2:13][C:14]([O:16][CH3:17])=[O:15].[N+:20]([C:23]1[CH:32]=[C:31]2[C:26]([CH2:27][CH2:28][CH2:29][C:30]2=O)=[CH:25][CH:24]=1)([O-:22])=[O:21].O, predict the reaction product. The product is: [N+:20]([C:23]1[CH:32]=[C:31]2[C:26]([CH2:27][CH2:28][CH2:29]/[C:30]/2=[CH:13]\[C:14]([O:16][CH3:17])=[O:15])=[CH:25][CH:24]=1)([O-:22])=[O:21]. (3) Given the reactants O.[NH2:2][NH2:3].[Cl:4][C:5]1[N:6]=[C:7](Cl)[C:8]2[S:13][CH:12]=[C:11]([CH3:14])[C:9]=2[N:10]=1, predict the reaction product. The product is: [Cl:4][C:5]1[N:6]=[C:7]([NH:2][NH2:3])[C:8]2[S:13][CH:12]=[C:11]([CH3:14])[C:9]=2[N:10]=1. (4) Given the reactants [C:1]([C:3]1[CH:30]=[CH:29][C:6]2[NH:7][C:8]([CH:10]([C:17]3[C:25]([O:26][CH3:27])=[CH:24][C:23]([CH3:28])=[C:22]4[C:18]=3[CH:19]=[CH:20][NH:21]4)[CH2:11][CH2:12][C:13]([O:15]C)=[O:14])=[N:9][C:5]=2[CH:4]=1)#[N:2].[OH-].[Na+], predict the reaction product. The product is: [C:1]([C:3]1[CH:30]=[CH:29][C:6]2[NH:7][C:8]([CH:10]([C:17]3[C:25]([O:26][CH3:27])=[CH:24][C:23]([CH3:28])=[C:22]4[C:18]=3[CH:19]=[CH:20][NH:21]4)[CH2:11][CH2:12][C:13]([OH:15])=[O:14])=[N:9][C:5]=2[CH:4]=1)#[N:2].